Predict the reactants needed to synthesize the given product. From a dataset of Full USPTO retrosynthesis dataset with 1.9M reactions from patents (1976-2016). (1) The reactants are: [C:1]([O:4][C@@H:5]1[C@@H:10]([O:11][C:12](=[O:14])[CH3:13])[C@H:9]([O:15][C:16](=[O:18])[CH3:17])[C@@H:8]([O:19][CH3:20])[O:7][C@H:6]1[C:21]1[CH:26]=[CH:25][C:24]([Cl:27])=[C:23]([CH2:28][C:29]2[CH:34]=[CH:33][C:32]([O:35][CH2:36][CH:37]=O)=[CH:31][CH:30]=2)[CH:22]=1)(=[O:3])[CH3:2].N1C=CC=CC=1.C([O-])(=O)C.[Na+].Cl.[CH3:51][O:52][NH2:53]. Given the product [C:1]([O:4][C@@H:5]1[C@@H:10]([O:11][C:12](=[O:14])[CH3:13])[C@H:9]([O:15][C:16](=[O:18])[CH3:17])[C@@H:8]([O:19][CH3:20])[O:7][C@H:6]1[C:21]1[CH:26]=[CH:25][C:24]([Cl:27])=[C:23]([CH2:28][C:29]2[CH:34]=[CH:33][C:32]([O:35][CH2:36][CH:37]=[N:53][O:52][CH3:51])=[CH:31][CH:30]=2)[CH:22]=1)(=[O:3])[CH3:2], predict the reactants needed to synthesize it. (2) Given the product [C:1]([O:5][C:6](=[O:31])[CH2:7][CH2:8][C:9]1[CH:14]=[CH:13][C:12]([O:15][CH2:16][CH2:17][C:18]2[N:19]=[C:20]([C:23]3[CH:24]=[CH:25][CH:26]=[CH:27][CH:28]=3)[O:21][CH:22]=2)=[CH:11][C:10]=1[CH2:29][O:30][C:38](=[O:39])[NH:37][CH:32]1[CH2:36][CH2:35][CH2:34][CH2:33]1)([CH3:4])([CH3:2])[CH3:3], predict the reactants needed to synthesize it. The reactants are: [C:1]([O:5][C:6](=[O:31])[CH2:7][CH2:8][C:9]1[CH:14]=[CH:13][C:12]([O:15][CH2:16][CH2:17][C:18]2[N:19]=[C:20]([C:23]3[CH:28]=[CH:27][CH:26]=[CH:25][CH:24]=3)[O:21][CH:22]=2)=[CH:11][C:10]=1[CH2:29][OH:30])([CH3:4])([CH3:3])[CH3:2].[CH:32]1([N:37]=[C:38]=[O:39])[CH2:36][CH2:35][CH2:34][CH2:33]1.Cl.CCOCC.